Dataset: Peptide-MHC class I binding affinity with 185,985 pairs from IEDB/IMGT. Task: Regression. Given a peptide amino acid sequence and an MHC pseudo amino acid sequence, predict their binding affinity value. This is MHC class I binding data. The peptide sequence is FRRFTQAIY. The MHC is HLA-B27:03 with pseudo-sequence HLA-B27:03. The binding affinity (normalized) is 0.0847.